From a dataset of Full USPTO retrosynthesis dataset with 1.9M reactions from patents (1976-2016). Predict the reactants needed to synthesize the given product. Given the product [NH:31]([C:29]1[C:30]2[C:22]([CH:2]=[CH:3][O:4][CH3:5])=[CH:23][N:24]([C@@H:33]3[O:39][C@H:38]([CH2:40][OH:41])[C@@H:36]([OH:37])[C@@:34]3([CH3:42])[OH:35])[C:25]=2[N:26]=[CH:27][N:28]=1)[NH2:32], predict the reactants needed to synthesize it. The reactants are: C1[CH2:5][O:4][CH2:3][CH2:2]1.C(N(C(C)C)CC)(C)C.C([Li])CCC.C([C:22]1[C:30]2[C:29]([NH:31][NH2:32])=[N:28][CH:27]=[N:26][C:25]=2[N:24]([C@@H:33]2[O:39][C@H:38]([CH2:40][OH:41])[C@@H:36]([OH:37])[C@@:34]2([CH3:42])[OH:35])[CH:23]=1)=O.